From a dataset of Peptide-MHC class I binding affinity with 185,985 pairs from IEDB/IMGT. Regression. Given a peptide amino acid sequence and an MHC pseudo amino acid sequence, predict their binding affinity value. This is MHC class I binding data. (1) The peptide sequence is DLGLLYTAKY. The MHC is HLA-A30:01 with pseudo-sequence HLA-A30:01. The binding affinity (normalized) is 0. (2) The peptide sequence is FIKNPACTV. The MHC is HLA-A69:01 with pseudo-sequence HLA-A69:01. The binding affinity (normalized) is 0.534. (3) The MHC is HLA-B35:01 with pseudo-sequence HLA-B35:01. The binding affinity (normalized) is 0.388. The peptide sequence is LPMIIGEPII. (4) The peptide sequence is SFNCGGEFF. The MHC is HLA-B18:01 with pseudo-sequence HLA-B18:01. The binding affinity (normalized) is 0. (5) The peptide sequence is GLFDFVNFV. The MHC is HLA-B35:01 with pseudo-sequence HLA-B35:01. The binding affinity (normalized) is 0.135. (6) The peptide sequence is GEAFEWLNRTV. The MHC is Mamu-A11 with pseudo-sequence Mamu-A11. The binding affinity (normalized) is 0.866. (7) The peptide sequence is RKAGVNQAK. The MHC is HLA-A02:01 with pseudo-sequence HLA-A02:01. The binding affinity (normalized) is 0.0847. (8) The peptide sequence is IVTRIVELL. The MHC is HLA-B45:01 with pseudo-sequence HLA-B45:01. The binding affinity (normalized) is 0.